From a dataset of Forward reaction prediction with 1.9M reactions from USPTO patents (1976-2016). Predict the product of the given reaction. (1) Given the reactants [Br:1][C:2]1[C:3]([CH3:13])=[N:4][C:5]([NH:11][CH3:12])=[C:6]([CH:10]=1)[C:7]([OH:9])=O.[NH:14]1[CH2:17][CH:16]([OH:18])[CH2:15]1.C1C=CC2N(O)N=NC=2C=1.C(Cl)CCl.C(N(C(C)C)C(C)C)C, predict the reaction product. The product is: [Br:1][C:2]1[CH:10]=[C:6]([C:7]([N:14]2[CH2:17][CH:16]([OH:18])[CH2:15]2)=[O:9])[C:5]([NH:11][CH3:12])=[N:4][C:3]=1[CH3:13]. (2) The product is: [CH:1]1([CH2:6][C@H:7]([N:11]2[CH2:15][C:14]3[CH2:16][C:17]4[CH:18]=[CH:19][CH:20]=[CH:21][C:22]=4[O:23][C:13]=3[C:12]2=[O:24])[C:8]([NH:47][C:48]2[CH:52]=[CH:51][N:50]([CH2:53][C:54]([OH:56])([CH3:55])[CH3:57])[N:49]=2)=[O:10])[CH2:2][CH2:3][CH2:4][CH2:5]1. Given the reactants [CH:1]1([CH2:6][C@H:7]([N:11]2[CH2:15][C:14]3[CH2:16][C:17]4[CH:18]=[CH:19][CH:20]=[CH:21][C:22]=4[O:23][C:13]=3[C:12]2=[O:24])[C:8]([OH:10])=O)[CH2:5][CH2:4][CH2:3][CH2:2]1.Cl.CN(C)CCCN=C=NCC.ON1C2C=CC=CC=2N=N1.[NH2:47][C:48]1[CH:52]=[CH:51][N:50]([CH2:53][C:54]([CH3:57])([OH:56])[CH3:55])[N:49]=1, predict the reaction product.